Predict the reactants needed to synthesize the given product. From a dataset of Full USPTO retrosynthesis dataset with 1.9M reactions from patents (1976-2016). Given the product [CH3:30][C:19]1[C:20]2[C:25](=[CH:24][C:23]([CH2:26][C:27]([OH:29])=[O:28])=[CH:22][CH:21]=2)[N:17]([CH2:2][C:3]2[CH:4]=[CH:5][CH:6]=[C:7]3[C:12]=2[N:11]=[CH:10][CH:9]=[CH:8]3)[N:18]=1.[CH2:16]([N:17]1[C:25]2[C:20](=[CH:21][CH:22]=[C:23]([CH2:26][C:27]([OH:29])=[O:28])[CH:24]=2)[CH:19]=[CH:30]1)[C:15]1[CH:14]=[CH:34][CH:33]=[CH:32][CH:31]=1, predict the reactants needed to synthesize it. The reactants are: Br[CH2:2][C:3]1[CH:4]=[CH:5][CH:6]=[C:7]2[C:12]=1[N:11]=[CH:10][CH:9]=[CH:8]2.Cl[C:14]1[CH:34]=[CH:33][CH:32]=[C:31](C)[C:15]=1[CH2:16][N:17]1[C:25]2[C:20](=[CH:21][CH:22]=[C:23]([CH2:26][C:27]([OH:29])=[O:28])[CH:24]=2)[C:19]([CH3:30])=[N:18]1.